From a dataset of Reaction yield outcomes from USPTO patents with 853,638 reactions. Predict the reaction yield, written as a fraction of the theoretical maximum amount of product (1.0 means a 100% yield; for example, 0.34 means a 34% yield). The reactants are [C:1]([C:5]1[CH:6]=[C:7](B(O)O)[CH:8]=[CH:9][CH:10]=1)([CH3:4])([CH3:3])[CH3:2].Br[C:15]1[CH:21]=[C:20]([C:22]([CH3:25])([CH3:24])[CH3:23])[CH:19]=[CH:18][C:16]=1[NH2:17].C1(P(C2C=CC=CC=2)C2C=CC=CC=2)C=CC=CC=1.C(=O)([O-])[O-].[K+].[K+]. The catalyst is COCCOC.C([O-])(=O)C.[Pd+2].C([O-])(=O)C. The product is [NH2:17][C:16]1[CH:18]=[CH:19][C:20]([C:22]([CH3:25])([CH3:24])[CH3:23])=[CH:21][C:15]=1[C:9]1[CH:8]=[CH:7][CH:6]=[C:5]([C:1]([CH3:4])([CH3:3])[CH3:2])[CH:10]=1. The yield is 0.570.